This data is from CYP2C9 inhibition data for predicting drug metabolism from PubChem BioAssay. The task is: Regression/Classification. Given a drug SMILES string, predict its absorption, distribution, metabolism, or excretion properties. Task type varies by dataset: regression for continuous measurements (e.g., permeability, clearance, half-life) or binary classification for categorical outcomes (e.g., BBB penetration, CYP inhibition). Dataset: cyp2c9_veith. (1) The drug is O=S(Cc1ccc(Br)cc1)Cc1nnc(SCc2ccc(Cl)cc2)n1-c1ccccc1. The result is 1 (inhibitor). (2) The molecule is COc1ccc2c(c1)N(C[C@@H](C)CN(C)C)c1ccccc1S2. The result is 0 (non-inhibitor). (3) The molecule is CC(C)c1ccc(/C=C2\C=C(c3ccc4ccccc4c3)OC2=O)cc1. The result is 0 (non-inhibitor). (4) The drug is O=C1COc2ccc(OCc3ccc(F)cc3)cc21. The result is 1 (inhibitor). (5) The drug is O=C(/C=C/c1ccc(Cl)cc1)Nc1ccc(N2CCCCC2)cc1. The result is 0 (non-inhibitor). (6) The drug is Cc1sc2ccccc2[n+]1CCC(=O)O. The result is 0 (non-inhibitor). (7) The drug is COc1ccc2[nH]cc(CCNc3cc(-c4ccccc4C)ncn3)c2c1. The result is 0 (non-inhibitor).